This data is from Forward reaction prediction with 1.9M reactions from USPTO patents (1976-2016). The task is: Predict the product of the given reaction. (1) Given the reactants [C:12]([O:11][C:9](O[C:9]([O:11][C:12]([CH3:15])([CH3:14])[CH3:13])=[O:10])=[O:10])([CH3:15])([CH3:14])[CH3:13].[OH:16][CH2:17][CH2:18][NH:19][CH2:20][C:21]([OH:23])=[O:22].[OH-].[Na+], predict the reaction product. The product is: [C:12]([O:11][C:9]([N:19]([CH2:20][C:21]([OH:23])=[O:22])[CH2:18][CH2:17][OH:16])=[O:10])([CH3:13])([CH3:14])[CH3:15]. (2) Given the reactants [CH3:1][Si:2]([CH3:19])([CH3:18])[CH2:3][CH2:4][O:5][CH2:6][N:7]1[CH:11]=[C:10]([C:12]#[C:13][Si](C)(C)C)[CH:9]=[N:8]1.O1CCCC1.CCCC[N+](CCCC)(CCCC)CCCC.[F-], predict the reaction product. The product is: [C:12]([C:10]1[CH:9]=[N:8][N:7]([CH2:6][O:5][CH2:4][CH2:3][Si:2]([CH3:18])([CH3:1])[CH3:19])[CH:11]=1)#[CH:13]. (3) Given the reactants [F:1][C:2]1[CH:3]=[C:4]2[C:9](=[CH:10][C:11]=1F)[N:8]([CH2:13][C:14]1[CH:19]=[CH:18][C:17]([C:20]([F:23])([F:22])[F:21])=[CH:16][CH:15]=1)[CH:7]=[C:6]([C:24]1[N:28]=[C:27]([C:29]([C:32]3[CH:37]=[CH:36][C:35]([F:38])=[CH:34][CH:33]=3)([CH3:31])[CH3:30])[O:26][N:25]=1)[C:5]2=[O:39].[CH2:40]([OH:42])[CH3:41], predict the reaction product. The product is: [F:1][C:2]1[CH:3]=[C:4]2[C:9](=[CH:10][C:11]=1[O:42][CH2:40][CH3:41])[N:8]([CH2:13][C:14]1[CH:15]=[CH:16][C:17]([C:20]([F:22])([F:23])[F:21])=[CH:18][CH:19]=1)[CH:7]=[C:6]([C:24]1[N:28]=[C:27]([C:29]([C:32]3[CH:33]=[CH:34][C:35]([F:38])=[CH:36][CH:37]=3)([CH3:30])[CH3:31])[O:26][N:25]=1)[C:5]2=[O:39]. (4) Given the reactants Cl[C:2]1[C:7]([N+:8]([O-:10])=[O:9])=[CH:6][CH:5]=[C:4]([Cl:11])[N:3]=1.[NH3:12], predict the reaction product. The product is: [Cl:11][C:4]1[N:3]=[C:2]([NH2:12])[C:7]([N+:8]([O-:10])=[O:9])=[CH:6][CH:5]=1. (5) Given the reactants [OH:1][C:2]1[C:3]([O:15][CH3:16])=[CH:4][C:5]([N+:12]([O-])=O)=[C:6]([CH:11]=1)[C:7]([O:9][CH3:10])=[O:8].[H][H], predict the reaction product. The product is: [NH2:12][C:5]1[CH:4]=[C:3]([O:15][CH3:16])[C:2]([OH:1])=[CH:11][C:6]=1[C:7]([O:9][CH3:10])=[O:8]. (6) Given the reactants [NH2:1][C:2]1[N:6]([C:7]2[CH:12]=[CH:11][CH:10]=CC=2OC)[N:5]=[CH:4][C:3]=1[C:15]([NH2:17])=[O:16].NC1N(C2CCC2)N=CC=1C#N, predict the reaction product. The product is: [NH2:1][C:2]1[N:6]([CH:7]2[CH2:12][CH2:11][CH2:10]2)[N:5]=[CH:4][C:3]=1[C:15]([NH2:17])=[O:16]. (7) Given the reactants [CH3:1][O:2][C:3]1[C:11]([O:12]C)=[CH:10][C:6]([C:7]([OH:9])=[O:8])=[C:5]([N+:14]([O-:16])=[O:15])[CH:4]=1.Cl, predict the reaction product. The product is: [OH:12][C:11]1[C:3]([O:2][CH3:1])=[CH:4][C:5]([N+:14]([O-:16])=[O:15])=[C:6]([CH:10]=1)[C:7]([OH:9])=[O:8].